This data is from Full USPTO retrosynthesis dataset with 1.9M reactions from patents (1976-2016). The task is: Predict the reactants needed to synthesize the given product. (1) Given the product [Cl:26][C:23]1[CH:24]=[CH:25][C:20]([NH:19][C:17]([NH:16][C:14]2[N:15]=[C:11]([C:9]([O:8][CH2:7][CH2:6][O:5][C:3](=[O:4])[CH2:2][N:41]3[CH2:46][CH2:45][O:44][CH2:43][CH2:42]3)=[O:10])[N:12]([CH2:28][C:29]3[CH:34]=[CH:33][C:32]([C:35]([F:38])([F:37])[F:36])=[CH:31][CH:30]=3)[CH:13]=2)=[O:18])=[C:21]([CH3:27])[CH:22]=1, predict the reactants needed to synthesize it. The reactants are: Br[CH2:2][C:3]([O:5][CH2:6][CH2:7][O:8][C:9]([C:11]1[N:12]([CH2:28][C:29]2[CH:34]=[CH:33][C:32]([C:35]([F:38])([F:37])[F:36])=[CH:31][CH:30]=2)[CH:13]=[C:14]([NH:16][C:17]([NH:19][C:20]2[CH:25]=[CH:24][C:23]([Cl:26])=[CH:22][C:21]=2[CH3:27])=[O:18])[N:15]=1)=[O:10])=[O:4].[I-].[Na+].[NH:41]1[CH2:46][CH2:45][O:44][CH2:43][CH2:42]1.CS(C)=O. (2) The reactants are: [F:1][C:2]1[CH:3]=[C:4]([C:8]2[N:13]=[C:12]([CH3:14])[C:11]([C:15]([OH:17])=O)=[CH:10][N:9]=2)[CH:5]=[CH:6][CH:7]=1.[F:18][C:19]1[CH:20]=[CH:21][CH:22]=[C:23]2[C:27]=1[N:26]([NH2:28])[CH:25]=[C:24]2[CH3:29].C[N+]1(C2N=C(OC)N=C(OC)N=2)CCOCC1.[Cl-]. Given the product [F:18][C:19]1[CH:20]=[CH:21][CH:22]=[C:23]2[C:27]=1[N:26]([NH:28][C:15]([C:11]1[C:12]([CH3:14])=[N:13][C:8]([C:4]3[CH:5]=[CH:6][CH:7]=[C:2]([F:1])[CH:3]=3)=[N:9][CH:10]=1)=[O:17])[CH:25]=[C:24]2[CH3:29], predict the reactants needed to synthesize it. (3) Given the product [CH2:27]([NH:34][C:35]1[CH:40]=[C:39]([CH2:41][CH2:42][CH2:43][CH2:44][CH3:45])[N:38]=[C:37]([N:15]([CH2:14][C:13]2[CH:12]=[CH:11][C:10]([O:9][CH3:8])=[CH:26][CH:25]=2)[CH2:16][C:17]2[CH:22]=[CH:21][C:20]([O:23][CH3:24])=[CH:19][CH:18]=2)[C:36]=1[N+:47]([O-:49])=[O:48])[C:28]1[CH:33]=[CH:32][CH:31]=[CH:30][CH:29]=1, predict the reactants needed to synthesize it. The reactants are: C(N(CC)CC)C.[CH3:8][O:9][C:10]1[CH:26]=[CH:25][C:13]([CH2:14][NH:15][CH2:16][C:17]2[CH:22]=[CH:21][C:20]([O:23][CH3:24])=[CH:19][CH:18]=2)=[CH:12][CH:11]=1.[CH2:27]([NH:34][C:35]1[CH:40]=[C:39]([CH2:41][CH2:42][CH2:43][CH2:44][CH3:45])[N:38]=[C:37](Cl)[C:36]=1[N+:47]([O-:49])=[O:48])[C:28]1[CH:33]=[CH:32][CH:31]=[CH:30][CH:29]=1. (4) Given the product [F:18][C:19]1[CH:24]=[CH:23][C:22]([C@@H:25]([NH:27][CH2:16][CH2:15][C:2]2([OH:1])[CH2:3][CH2:4][C:5]3([O:10][CH2:9][C:8]([CH3:12])([CH3:11])[CH2:7][O:6]3)[CH2:13][CH2:14]2)[CH3:26])=[CH:21][CH:20]=1, predict the reactants needed to synthesize it. The reactants are: [OH:1][C:2]1([CH2:15][CH:16]=O)[CH2:14][CH2:13][C:5]2([O:10][CH2:9][C:8]([CH3:12])([CH3:11])[CH2:7][O:6]2)[CH2:4][CH2:3]1.[F:18][C:19]1[CH:24]=[CH:23][C:22]([C@@H:25]([NH2:27])[CH3:26])=[CH:21][CH:20]=1. (5) Given the product [F:1][C:2]1[CH:20]=[CH:19][C:5]([CH2:6][C:7]2[CH:8]=[N:9][C:10]3[N:11]([N:13]=[CH:14][C:15]=3[C:16]([NH:25][C:26]3[CH:27]=[N:28][CH:29]=[CH:30][CH:31]=3)=[O:17])[CH:12]=2)=[CH:4][C:3]=1[C:21]([F:22])([F:23])[F:24], predict the reactants needed to synthesize it. The reactants are: [F:1][C:2]1[CH:20]=[CH:19][C:5]([CH2:6][C:7]2[CH:8]=[N:9][C:10]3[N:11]([N:13]=[CH:14][C:15]=3[C:16](O)=[O:17])[CH:12]=2)=[CH:4][C:3]=1[C:21]([F:24])([F:23])[F:22].[NH2:25][C:26]1[CH:27]=[N:28][CH:29]=[CH:30][CH:31]=1.C(N(CC)CC)C.CN(C(ON1N=NC2C=CC=CC1=2)=[N+](C)C)C.[B-](F)(F)(F)F.